Dataset: Forward reaction prediction with 1.9M reactions from USPTO patents (1976-2016). Task: Predict the product of the given reaction. (1) Given the reactants [Br:1][C:2]1[CH:11]=[CH:10]C(C(OC)=O)=[CH:4][C:3]=1[CH2:12][O:13][CH3:14].C[O:16][CH2:17][C:18]1C=C(C(O)=O)C=CC=1C1C=CC=CC=1C.[CH3:34][CH2:35][O-:36].[Na+].[CH3:38]CO, predict the reaction product. The product is: [Br:1][C:2]1[CH:11]=[CH:10][C:34]([C:35]([O:16][CH2:17][CH3:18])=[O:36])=[CH:4][C:3]=1[CH2:12][O:13][CH2:14][CH3:38]. (2) Given the reactants [Cl:1][C:2]1[CH:10]=[C:9]([NH:11][C:12]2[N:17]=[C:16]([C:18]3[S:19][CH:20]=[CH:21][CH:22]=3)[CH:15]=[CH:14][N:13]=2)[CH:8]=[CH:7][C:3]=1[C:4]([OH:6])=O.[CH3:23][N:24]1[CH2:29][CH2:28][NH:27][CH2:26][CH2:25]1.CCN(C(C)C)C(C)C.CN(C(ON1N=NC2C=CC=NC1=2)=[N+](C)C)C.F[P-](F)(F)(F)(F)F, predict the reaction product. The product is: [Cl:1][C:2]1[CH:10]=[C:9]([NH:11][C:12]2[N:17]=[C:16]([C:18]3[S:19][CH:20]=[CH:21][CH:22]=3)[CH:15]=[CH:14][N:13]=2)[CH:8]=[CH:7][C:3]=1[C:4]([N:27]1[CH2:28][CH2:29][N:24]([CH3:23])[CH2:25][CH2:26]1)=[O:6]. (3) Given the reactants [CH3:1][C:2]1[N:7]=[C:6]([NH:8][C:9]2[CH:14]=[C:13](B3OC(C)(C)C(C)(C)O3)[CH:12]=[CH:11][N:10]=2)[CH:5]=[CH:4][N:3]=1.Br[C:25]1[CH:26]=[N:27][C:28]([CH3:34])=[C:29]([CH:33]=1)[C:30]([OH:32])=[O:31].C(=O)([O-])[O-].[K+].[K+].O1CCOCC1.O, predict the reaction product. The product is: [CH3:34][C:28]1[N:27]=[CH:26][C:25]([C:13]2[CH:12]=[CH:11][N:10]=[C:9]([NH:8][C:6]3[CH:5]=[CH:4][N:3]=[C:2]([CH3:1])[N:7]=3)[CH:14]=2)=[CH:33][C:29]=1[C:30]([OH:32])=[O:31]. (4) Given the reactants [OH:1][C@@H:2]1[C@@H:7]([NH:8][C:9]([C:11]2[CH:20]=[C:19]([CH2:21][C:22]3[CH:23]=[N:24][C:25]([O:28][CH3:29])=[CH:26][CH:27]=3)[C:18]3[C:13](=[CH:14][CH:15]=[CH:16][CH:17]=3)[N:12]=2)=[O:10])[CH2:6][CH2:5][O:4][CH2:3]1.C[Si](I)(C)C, predict the reaction product. The product is: [OH:1][C@@H:2]1[C@@H:7]([NH:8][C:9]([C:11]2[CH:20]=[C:19]([CH2:21][C:22]3[CH:23]=[N:24][C:25]([O:28][CH3:29])=[CH:26][CH:27]=3)[C:18]3[C:13](=[CH:14][CH:15]=[CH:16][CH:17]=3)[N:12]=2)=[O:10])[CH2:6][CH2:5][O:4][CH2:3]1.[OH:28][C:25]1[N:24]=[CH:23][C:22]([CH2:21][C:19]2[C:18]3[C:13](=[CH:14][CH:15]=[CH:16][CH:17]=3)[N:12]=[C:11]([C:9]([NH:8][C@H:7]3[CH2:6][CH2:5][O:4][CH2:3][C@@H:2]3[OH:1])=[O:10])[CH:20]=2)=[CH:27][CH:26]=1. (5) Given the reactants Cl[C:2]1[C:11]2[C:6](=[C:7]([O:12][C:13]3[CH:18]=[CH:17][CH:16]=[CH:15][N:14]=3)[CH:8]=[CH:9][CH:10]=2)[N:5]=[C:4]([CH3:19])[CH:3]=1.[Cl:20][C:21]1[CH:22]=[C:23]([CH:26]=[CH:27][C:28]=1[Cl:29])[CH2:24][NH2:25], predict the reaction product. The product is: [Cl:20][C:21]1[CH:22]=[C:23]([CH:26]=[CH:27][C:28]=1[Cl:29])[CH2:24][NH:25][C:2]1[C:11]2[C:6](=[C:7]([O:12][C:13]3[CH:18]=[CH:17][CH:16]=[CH:15][N:14]=3)[CH:8]=[CH:9][CH:10]=2)[N:5]=[C:4]([CH3:19])[CH:3]=1. (6) Given the reactants Br[CH2:2][CH2:3][CH2:4][CH2:5][CH2:6][CH2:7][O:8][CH2:9][CH2:10][C:11]#[C:12][C:13]1[CH:14]=[C:15]([N:19]2[C:23](=[O:24])[CH2:22][NH:21][C:20]2=[O:25])[CH:16]=[CH:17][CH:18]=1.ICCCCCCOCCC#CC1C=C(N2C(=O)CNC2=O)C=CC=1.[CH2:51]([NH:58][CH2:59][C@@H:60]([C:62]1[CH:73]=[CH:72][C:65]2[O:66][C:67]([CH3:71])([CH3:70])[O:68][CH2:69][C:64]=2[CH:63]=1)[OH:61])[C:52]1[CH:57]=[CH:56][CH:55]=[CH:54][CH:53]=1, predict the reaction product. The product is: [CH2:51]([N:58]([CH2:59][C@@H:60]([C:62]1[CH:73]=[CH:72][C:65]2[O:66][C:67]([CH3:70])([CH3:71])[O:68][CH2:69][C:64]=2[CH:63]=1)[OH:61])[CH2:2][CH2:3][CH2:4][CH2:5][CH2:6][CH2:7][O:8][CH2:9][CH2:10][C:11]#[C:12][C:13]1[CH:14]=[C:15]([N:19]2[C:23](=[O:24])[CH2:22][NH:21][C:20]2=[O:25])[CH:16]=[CH:17][CH:18]=1)[C:52]1[CH:53]=[CH:54][CH:55]=[CH:56][CH:57]=1. (7) Given the reactants [C:1](N1C=CN=C1)(N1C=CN=C1)=[O:2].[N:13]1[CH:18]=[CH:17][CH:16]=[C:15]([CH2:19][OH:20])[CH:14]=1.[NH2:21][C:22]1[S:23][CH:24]=[C:25]([CH2:27][C:28]([O:30][CH3:31])=[O:29])[N:26]=1.C1CCN2C(=NCCC2)CC1.C(N(CC)CC)C, predict the reaction product. The product is: [CH3:31][O:30][C:28](=[O:29])[CH2:27][C:25]1[N:26]=[C:22]([NH:21][C:1]([O:20][CH2:19][C:15]2[CH:14]=[N:13][CH:18]=[CH:17][CH:16]=2)=[O:2])[S:23][CH:24]=1. (8) Given the reactants [Br:1][C:2]1[CH:7]=[C:6]([CH2:8][C:9]2[CH:14]=[CH:13][C:12]([CH2:15][CH3:16])=[CH:11][CH:10]=2)[C:5]([Cl:17])=[CH:4][C:3]=1[CH2:18][OH:19].C(N(CC)C(C)C)(C)C.[CH2:29](Cl)[O:30][CH3:31], predict the reaction product. The product is: [Br:1][C:2]1[CH:7]=[C:6]([CH2:8][C:9]2[CH:14]=[CH:13][C:12]([CH2:15][CH3:16])=[CH:11][CH:10]=2)[C:5]([Cl:17])=[CH:4][C:3]=1[CH2:18][O:19][CH2:29][O:30][CH3:31]. (9) Given the reactants C(OC(=O)[NH:7][C:8]1[CH:13]=[CH:12][C:11]([NH:14][C:15]2[CH:20]=[C:19]([Cl:21])[N:18]=[CH:17][N:16]=2)=[CH:10][CH:9]=1)(C)(C)C.Cl, predict the reaction product. The product is: [Cl:21][C:19]1[N:18]=[CH:17][N:16]=[C:15]([NH:14][C:11]2[CH:12]=[CH:13][C:8]([NH2:7])=[CH:9][CH:10]=2)[CH:20]=1. (10) Given the reactants C(O)(=O)C.[CH2:5]([O:12][C:13]1[CH:14]=[C:15]([CH:26]=[C:27]([N+:29]([O-])=O)[CH:28]=1)[C:16]([O:18][CH2:19][C:20]1[CH:25]=[CH:24][CH:23]=[CH:22][CH:21]=1)=[O:17])[C:6]1[CH:11]=[CH:10][CH:9]=[CH:8][CH:7]=1, predict the reaction product. The product is: [CH2:5]([O:12][C:13]1[CH:14]=[C:15]([CH:26]=[C:27]([NH2:29])[CH:28]=1)[C:16]([O:18][CH2:19][C:20]1[CH:21]=[CH:22][CH:23]=[CH:24][CH:25]=1)=[O:17])[C:6]1[CH:7]=[CH:8][CH:9]=[CH:10][CH:11]=1.